From a dataset of Reaction yield outcomes from USPTO patents with 853,638 reactions. Predict the reaction yield, written as a fraction of the theoretical maximum amount of product (1.0 means a 100% yield; for example, 0.34 means a 34% yield). (1) The reactants are [CH3:1][C:2]1[C:10]([C:11]2[S:12][C:13]([C:20]3[NH:24][CH:23]=[N:22][N:21]=3)=[C:14]([O:16][CH2:17][CH:18]=[CH2:19])[N:15]=2)=[C:5]2[CH:6]=[CH:7][CH:8]=[CH:9][N:4]2[N:3]=1.O1CCCC1. The catalyst is C(O)C.[Pd]. The product is [CH3:1][C:2]1[C:10]([C:11]2[S:12][C:13]([C:20]3[NH:24][CH:23]=[N:22][N:21]=3)=[C:14]([O:16][CH2:17][CH2:18][CH3:19])[N:15]=2)=[C:5]2[CH:6]=[CH:7][CH:8]=[CH:9][N:4]2[N:3]=1. The yield is 0.610. (2) The reactants are [S:1]([N:11]1[C:15]2=[N:16][CH:17]=[C:18]([CH2:20][NH:21][C:22]([CH:24]3[CH2:29][CH2:28][CH2:27][CH2:26][CH2:25]3)=S)[N:19]=[C:14]2[CH:13]=[CH:12]1)([C:4]1[CH:10]=[CH:9][C:7]([CH3:8])=[CH:6][CH:5]=1)(=[O:3])=[O:2]. The catalyst is C1COCC1.CCOC(C)=O.C(O[Hg]OC(=O)C)(=O)C. The product is [CH:24]1([C:22]2[N:19]3[C:14]4[CH:13]=[CH:12][N:11]([S:1]([C:4]5[CH:10]=[CH:9][C:7]([CH3:8])=[CH:6][CH:5]=5)(=[O:3])=[O:2])[C:15]=4[N:16]=[CH:17][C:18]3=[CH:20][N:21]=2)[CH2:29][CH2:28][CH2:27][CH2:26][CH2:25]1. The yield is 0.250. (3) The product is [CH2:3]1[CH:14]2[CH:6]([NH:7][C:8]3[C:9]([C:15]([NH:17][C@@H:18]([CH3:24])[C:19]([OH:21])=[O:20])=[O:16])=[CH:10][CH:11]=[CH:12][C:13]=32)[CH2:5][CH2:4]1. The reactants are [OH-].[Li+].[CH2:3]1[CH:14]2[CH:6]([NH:7][C:8]3[C:9]([C:15]([NH:17][C@@H:18]([CH3:24])[C:19]([O:21]CC)=[O:20])=[O:16])=[CH:10][CH:11]=[CH:12][C:13]=32)[CH2:5][CH2:4]1. The catalyst is C1COCC1. The yield is 1.00. (4) The yield is 0.980. The product is [CH2:1]([Sn:5]([CH2:6][CH2:7][CH2:8][CH3:9])([O:15][CH2:14][CH:13]([CH2:11][CH3:12])[CH2:16][CH2:17][CH2:18][CH3:19])[O:10][Sn:5]([CH2:6][CH2:7][CH2:8][CH3:9])([CH2:1][CH2:2][CH2:3][CH3:4])[O:15][CH2:14][CH:13]([CH2:11][CH3:12])[CH2:16][CH2:17][CH2:18][CH3:19])[CH2:2][CH2:3][CH3:4]. The reactants are [CH2:1]([Sn:5](=[O:10])[CH2:6][CH2:7][CH2:8][CH3:9])[CH2:2][CH2:3][CH3:4].[CH2:11]([CH:13]([CH2:16][CH2:17][CH2:18][CH3:19])[CH2:14][OH:15])[CH3:12]. No catalyst specified. (5) The catalyst is N1C=CC=CC=1. The reactants are [Cl:1][C:2]1[CH:3]=[C:4]([C:9]2([C:26]([F:29])([F:28])[F:27])[O:13][N:12]=[C:11]([C:14]3[S:18][C:17]([C:19](Cl)=[O:20])=[C:16]4[CH2:22][CH2:23][CH2:24][CH2:25][C:15]=34)[CH2:10]2)[CH:5]=[C:6]([Cl:8])[CH:7]=1.[NH2:30][C:31]1[CH:39]=[CH:38][C:34]([C:35]([NH2:37])=[O:36])=[CH:33][CH:32]=1. The yield is 0.620. The product is [C:35]([C:34]1[CH:38]=[CH:39][C:31]([NH:30][C:19]([C:17]2[S:18][C:14]([C:11]3[CH2:10][C:9]([C:4]4[CH:3]=[C:2]([Cl:1])[CH:7]=[C:6]([Cl:8])[CH:5]=4)([C:26]([F:27])([F:29])[F:28])[O:13][N:12]=3)=[C:15]3[CH2:25][CH2:24][CH2:23][CH2:22][C:16]=23)=[O:20])=[CH:32][CH:33]=1)(=[O:36])[NH2:37].